Predict the reactants needed to synthesize the given product. From a dataset of Full USPTO retrosynthesis dataset with 1.9M reactions from patents (1976-2016). (1) Given the product [Br:35][C:36]1[C:37]([N:46]2[CH2:51][CH2:50][N:49]([CH2:52][C:53]3[CH:54]=[N:55][CH:56]=[CH:57][CH:58]=3)[CH2:48][CH2:47]2)=[C:38]2[N:43]=[C:75]([C:74]3[C:69]([O:68][CH3:67])=[N:70][CH:71]=[CH:72][CH:73]=3)[NH:42][C:39]2=[N:40][CH:41]=1, predict the reactants needed to synthesize it. The reactants are: BrC1C(N2CCN(C(NC3C=CC=CC=3)=O)CC2)=C2N=C(C3C=CC(N(C)C)=CC=3)NC2=NC=1.[Br:35][C:36]1[C:37]([N:46]2[CH2:51][CH2:50][N:49]([CH2:52][C:53]3[CH:54]=[N:55][CH:56]=[CH:57][CH:58]=3)[CH2:48][CH2:47]2)=[C:38]([N+:43]([O-])=O)[C:39]([NH2:42])=[N:40][CH:41]=1.[O-]S(S([O-])=O)=O.[Na+].[Na+].[CH3:67][O:68][C:69]1[C:74]([CH:75]=O)=[CH:73][CH:72]=[CH:71][N:70]=1. (2) The reactants are: [Cl:1][C:2]1[CH:3]=[C:4]([CH:32]=[CH:33][CH:34]=1)[C:5]([NH:7][C:8]1[CH:13]=[CH:12][C:11]([NH:14][C:15]2[C:24]3[C:19](=[CH:20][C:21]([O:27][CH2:28][CH2:29][CH2:30]Cl)=[C:22]([O:25][CH3:26])[CH:23]=3)[N:18]=[CH:17][N:16]=2)=[CH:10][N:9]=1)=[O:6].[NH:35]1[CH2:39][CH2:38][CH2:37][C@@H:36]1[CH2:40][OH:41]. Given the product [NH3:7].[Cl:1][C:2]1[CH:3]=[C:4]([CH:32]=[CH:33][CH:34]=1)[C:5]([NH:7][C:8]1[CH:13]=[CH:12][C:11]([NH:14][C:15]2[C:24]3[C:19](=[CH:20][C:21]([O:27][CH2:28][CH2:29][CH2:30][N:35]4[CH2:39][CH2:38][CH2:37][C@@H:36]4[CH2:40][OH:41])=[C:22]([O:25][CH3:26])[CH:23]=3)[N:18]=[CH:17][N:16]=2)=[CH:10][N:9]=1)=[O:6], predict the reactants needed to synthesize it. (3) Given the product [CH2:14]([S:21][C:2]1[CH:7]=[N:6][CH:5]=[CH:4][N:3]=1)[C:15]1[CH:20]=[CH:19][CH:18]=[CH:17][CH:16]=1, predict the reactants needed to synthesize it. The reactants are: Cl[C:2]1[CH:7]=[N:6][CH:5]=[CH:4][N:3]=1.C([O-])([O-])=O.[K+].[K+].[CH2:14]([SH:21])[C:15]1[CH:20]=[CH:19][CH:18]=[CH:17][CH:16]=1. (4) Given the product [CH3:12][C:13]1[N:14]=[CH:15][N:16]([C:18]2[CH:23]=[CH:22][C:21](/[CH:24]=[CH:25]/[C:26]3[N:44]=[C:29]4[CH:30]([C:34]5[CH:39]=[CH:38][CH:37]=[CH:36][C:35]=5[C:40]([F:42])([F:43])[F:41])[CH2:31][CH2:32][CH2:33][N:28]4[N:27]=3)=[N:20][C:19]=2[O:45][CH2:8][CH:9]([F:11])[F:10])[CH:17]=1, predict the reactants needed to synthesize it. The reactants are: C(=O)([O-])[O-].[Cs+].[Cs+].Br[CH2:8][CH:9]([F:11])[F:10].[CH3:12][C:13]1[N:14]=[CH:15][N:16]([C:18]2[C:19]([OH:45])=[N:20][C:21](/[CH:24]=[CH:25]/[C:26]3[N:44]=[C:29]4[C@H:30]([C:34]5[CH:39]=[CH:38][CH:37]=[CH:36][C:35]=5[C:40]([F:43])([F:42])[F:41])[CH2:31][CH2:32][CH2:33][N:28]4[N:27]=3)=[CH:22][CH:23]=2)[CH:17]=1.CN(C=O)C. (5) Given the product [CH3:18][O:17][C:16]1[CH:15]=[C:14]2[C:5](=[CH:4][C:3]=1[O:2][CH3:1])[CH:6]=[N:7][C:8]1[C:31]3[CH:30]=[C:26]4[O:27][CH2:28][O:29][C:25]4=[C:24]([CH2:32][N:33]4[CH2:34][CH2:35][CH2:36][CH2:37]4)[C:23]=3[CH2:22][C:9]2=1, predict the reactants needed to synthesize it. The reactants are: [CH3:1][O:2][C:3]1[CH:4]=[C:5]([CH:14]=[CH:15][C:16]=1[O:17][CH3:18])[CH2:6][NH:7][CH2:8][CH:9](OC)OC.CO/N=[CH:22]/[C:23]1[CH:31]=[CH:30][C:26]2[O:27][CH2:28][O:29][C:25]=2[C:24]=1[CH2:32][N:33]1[CH2:37][CH2:36][CH2:35][CH2:34]1.Cl.[NH4+].[OH-].